From a dataset of Forward reaction prediction with 1.9M reactions from USPTO patents (1976-2016). Predict the product of the given reaction. (1) The product is: [NH2:7][C:8]1[S:9][CH2:10][C@@H:11]2[C@@H:16]([C:17]([F:20])([F:19])[F:18])[O:15][CH2:14][C@:12]2([C:21]2[CH:26]=[C:25]([NH:27][C:38]([C:35]3[CH:34]=[N:33][C:32]([C:31]([F:41])([F:30])[F:42])=[CH:37][N:36]=3)=[O:39])[CH:24]=[CH:23][C:22]=2[F:28])[N:13]=1. Given the reactants C(OC(=O)[NH:7][C:8]1[S:9][CH2:10][C@@H:11]2[C@@H:16]([C:17]([F:20])([F:19])[F:18])[O:15][CH2:14][C@:12]2([C:21]2[CH:26]=[C:25]([NH2:27])[CH:24]=[CH:23][C:22]=2[F:28])[N:13]=1)(C)(C)C.[F:30][C:31]([F:42])([F:41])[C:32]1[N:33]=[CH:34][C:35]([C:38](O)=[O:39])=[N:36][CH:37]=1, predict the reaction product. (2) Given the reactants [C:1]([O:4][CH2:5][C:6]#[C:7][CH2:8][O:9][C:10]1[CH:15]=[CH:14][C:13]([S:16]([N:19]2[CH2:24][CH2:23][S:22][C:21]([CH3:26])([CH3:25])[C@@H:20]2[C:27]([O:29]C(C)(C)C)=[O:28])(=[O:18])=[O:17])=[CH:12][CH:11]=1)(=[O:3])[CH3:2].Cl, predict the reaction product. The product is: [C:1]([O:4][CH2:5][C:6]#[C:7][CH2:8][O:9][C:10]1[CH:15]=[CH:14][C:13]([S:16]([N:19]2[CH2:24][CH2:23][S:22][C:21]([CH3:25])([CH3:26])[C@@H:20]2[C:27]([OH:29])=[O:28])(=[O:18])=[O:17])=[CH:12][CH:11]=1)(=[O:3])[CH3:2]. (3) Given the reactants [CH3:1][O:2][C:3]1[C:8]2[N:9]=[C:10]([NH2:12])[S:11][C:7]=2[C:6]([CH2:13][N:14]2[CH2:19][CH2:18][O:17][CH2:16][CH2:15]2)=[CH:5][CH:4]=1.[CH3:20][C:21]1[S:25][C:24]([C:26](Cl)=[O:27])=[CH:23][CH:22]=1, predict the reaction product. The product is: [CH3:1][O:2][C:3]1[C:8]2[N:9]=[C:10]([NH:12][C:26]([C:24]3[S:25][C:21]([CH3:20])=[CH:22][CH:23]=3)=[O:27])[S:11][C:7]=2[C:6]([CH2:13][N:14]2[CH2:19][CH2:18][O:17][CH2:16][CH2:15]2)=[CH:5][CH:4]=1. (4) The product is: [F:20][C:21]1[CH:22]=[C:23]([CH:27]=[CH:28][CH:29]=1)[C:24]([NH:19][C:3]1[CH:4]=[CH:5][C:6]([N:8]2[CH2:12][CH2:11][C@H:10]([N:13]3[CH2:17][CH2:16][CH2:15][C@@H:14]3[CH3:18])[CH2:9]2)=[CH:7][C:2]=1[CH3:1])=[O:25]. Given the reactants [CH3:1][C:2]1[CH:7]=[C:6]([N:8]2[CH2:12][CH2:11][C@H:10]([N:13]3[CH2:17][CH2:16][CH2:15][C@@H:14]3[CH3:18])[CH2:9]2)[CH:5]=[CH:4][C:3]=1[NH2:19].[F:20][C:21]1[CH:22]=[C:23]([CH:27]=[CH:28][CH:29]=1)[C:24](O)=[O:25], predict the reaction product. (5) Given the reactants [CH3:1][C:2]([CH3:30])([CH3:29])[CH2:3][N:4]1[C:12]2[C:7](=[N:8][C:9]([CH:13]3[CH:18]([OH:19])[CH2:17][CH2:16][N:15]([C:20]([O:22][C:23]([CH3:26])([CH3:25])[CH3:24])=[O:21])[CH2:14]3)=[CH:10][CH:11]=2)[N:6]([CH3:27])[C:5]1=[O:28].C(Cl)Cl.CC(OI1(OC(C)=O)(OC(C)=O)OC(=O)C2C1=CC=CC=2)=O, predict the reaction product. The product is: [CH3:1][C:2]([CH3:30])([CH3:29])[CH2:3][N:4]1[C:12]2[C:7](=[N:8][C:9]([CH:13]3[C:18](=[O:19])[CH2:17][CH2:16][N:15]([C:20]([O:22][C:23]([CH3:25])([CH3:24])[CH3:26])=[O:21])[CH2:14]3)=[CH:10][CH:11]=2)[N:6]([CH3:27])[C:5]1=[O:28]. (6) Given the reactants [Cl:1][C:2]1[C:7]([CH:8]([C:10]2[C:15]([CH:16]=[CH2:17])=[CH:14][CH:13]=[C:12]([O:18][CH3:19])[C:11]=2[F:20])[OH:9])=[CH:6][C:5]([Cl:21])=[CH:4][N:3]=1, predict the reaction product. The product is: [Cl:1][C:2]1[C:7]([C:8]([C:10]2[C:15]([CH:16]=[CH2:17])=[CH:14][CH:13]=[C:12]([O:18][CH3:19])[C:11]=2[F:20])=[O:9])=[CH:6][C:5]([Cl:21])=[CH:4][N:3]=1. (7) Given the reactants [N:1]1[CH:6]=[CH:5][CH:4]=[CH:3][C:2]=1[NH:7][NH2:8].[F:9][C:10]1[CH:19]=[C:18]2[C:13]([CH:14]=[CH:15][CH:16]=[N:17]2)=[CH:12][C:11]=1[CH2:20][C:21]1[N:25]2[N:26]=[C:27]([C:30](=O)[CH3:31])[CH:28]=[CH:29][C:24]2=[N:23][CH:22]=1, predict the reaction product. The product is: [F:9][C:10]1[CH:19]=[C:18]2[C:13]([CH:14]=[CH:15][CH:16]=[N:17]2)=[CH:12][C:11]=1[CH2:20][C:21]1[N:25]2[N:26]=[C:27](/[C:30](=[N:8]/[NH:7][C:2]3[CH:3]=[CH:4][CH:5]=[CH:6][N:1]=3)/[CH3:31])[CH:28]=[CH:29][C:24]2=[N:23][CH:22]=1. (8) Given the reactants [CH2:1]([O:3][C:4](=[O:29])[CH:5]([C:13]1[N:14]([CH3:28])[C:15]2[C:20]([C:21]=1[S:22][C:23]([CH3:26])([CH3:25])[CH3:24])=[CH:19][C:18]([OH:27])=[CH:17][CH:16]=2)[CH2:6][C:7]1[CH:12]=[CH:11][CH:10]=[CH:9][CH:8]=1)[CH3:2].Cl.Cl[CH2:32][C:33]1[CH:42]=[CH:41][C:40]2[C:35](=[CH:36][CH:37]=[CH:38][CH:39]=2)[N:34]=1, predict the reaction product. The product is: [CH2:1]([O:3][C:4](=[O:29])[CH:5]([C:13]1[N:14]([CH3:28])[C:15]2[C:20]([C:21]=1[S:22][C:23]([CH3:25])([CH3:24])[CH3:26])=[CH:19][C:18]([O:27][CH2:32][C:33]1[CH:42]=[CH:41][C:40]3[C:35](=[CH:36][CH:37]=[CH:38][CH:39]=3)[N:34]=1)=[CH:17][CH:16]=2)[CH2:6][C:7]1[CH:8]=[CH:9][CH:10]=[CH:11][CH:12]=1)[CH3:2]. (9) Given the reactants [C:1]([O:4][CH2:5]Br)(=[O:3])[CH3:2].[CH2:7]([C@@H:14]1[C@@H:22]([O:23][CH2:24][CH:25]([CH3:27])[CH3:26])[C@H:21]([CH3:28])[O:20][C:19](=[O:29])[C@@H:18]([NH:30][C:31](=[O:41])[C:32]2[C:37]([OH:38])=[C:36]([O:39][CH3:40])[CH:35]=[CH:34][N:33]=2)[CH2:17][O:16][CH2:15]1)[C:8]1[CH:13]=[CH:12][CH:11]=[CH:10][CH:9]=1.[I-].[Na+].C(=O)([O-])[O-].[Na+].[Na+], predict the reaction product. The product is: [C:1]([O:4][CH2:5][O:38][C:37]1[C:32]([C:31](=[O:41])[NH:30][C@H:18]2[CH2:17][O:16][CH2:15][C@H:14]([CH2:7][C:8]3[CH:9]=[CH:10][CH:11]=[CH:12][CH:13]=3)[C@@H:22]([O:23][CH2:24][CH:25]([CH3:26])[CH3:27])[C@H:21]([CH3:28])[O:20][C:19]2=[O:29])=[N:33][CH:34]=[CH:35][C:36]=1[O:39][CH3:40])(=[O:3])[CH3:2].